Dataset: Catalyst prediction with 721,799 reactions and 888 catalyst types from USPTO. Task: Predict which catalyst facilitates the given reaction. (1) Reactant: [C:1]([O:5][C:6]([N:8]1[CH2:13][CH2:12][C:11]([CH2:24][C:25]2[CH:30]=[CH:29][C:28]([C:31]([O:33][CH3:34])=[O:32])=[CH:27][CH:26]=2)([C:14]([O:16]CC2C=CC=CC=2)=O)[CH2:10][CH2:9]1)=[O:7])([CH3:4])([CH3:3])[CH3:2].[CH:35]1([NH2:41])[CH2:40][CH2:39][CH2:38][CH2:37][CH2:36]1.C(N(C(C)C)CC)(C)C.CN(C(ON1N=NC2C=CC=CC1=2)=[N+](C)C)C.F[P-](F)(F)(F)(F)F. Product: [C:1]([O:5][C:6]([N:8]1[CH2:13][CH2:12][C:11]([C:14](=[O:16])[NH:41][CH:35]2[CH2:40][CH2:39][CH2:38][CH2:37][CH2:36]2)([CH2:24][C:25]2[CH:26]=[CH:27][C:28]([C:31]([O:33][CH3:34])=[O:32])=[CH:29][CH:30]=2)[CH2:10][CH2:9]1)=[O:7])([CH3:3])([CH3:2])[CH3:4]. The catalyst class is: 39. (2) Reactant: Br[C:2]1[CH:3]=[C:4]2[C:9](=[CH:10][CH:11]=1)[N:8]=[CH:7][CH:6]=[C:5]2[S:12][C:13]1([C:17]([O:19][CH2:20][CH3:21])=[O:18])[CH2:16][CH2:15][CH2:14]1.[C:22]([C:24]1[CH:29]=[CH:28][C:27](B(O)O)=[CH:26][CH:25]=1)#[N:23].C(=O)([O-])[O-].[Na+].[Na+].O1CCOCC1. Product: [C:22]([C:24]1[CH:29]=[CH:28][C:27]([C:2]2[CH:3]=[C:4]3[C:9](=[CH:10][CH:11]=2)[N:8]=[CH:7][CH:6]=[C:5]3[S:12][C:13]2([C:17]([O:19][CH2:20][CH3:21])=[O:18])[CH2:16][CH2:15][CH2:14]2)=[CH:26][CH:25]=1)#[N:23]. The catalyst class is: 263. (3) The catalyst class is: 8. Reactant: [Cl:1][C:2]1[CH:19]=[CH:18][C:5]([C:6]2[C:11]([C:12](=O)[CH3:13])=[CH:10][C:9]([N+:15]([O-])=O)=[CH:8][CH:7]=2)=[CH:4][CH:3]=1.C([O:22][C:23]([C:25]1[CH:48]=[CH:47][C:28]2[N:29]([CH:41]3[CH2:46][CH2:45][CH2:44][CH2:43][CH2:42]3)[C:30]([C:32]3[CH:37]=[CH:36][C:35]([NH2:38])=[C:34]([CH:39]=O)[CH:33]=3)=[N:31][C:27]=2[CH:26]=1)=[O:24])C.[OH-].[K+].Cl. Product: [NH2:15][C:9]1[CH:10]=[C:11]([C:12]2[CH:13]=[CH:39][C:34]3[C:35](=[CH:36][CH:37]=[C:32]([C:30]4[N:29]([CH:41]5[CH2:42][CH2:43][CH2:44][CH2:45][CH2:46]5)[C:28]5[CH:47]=[CH:48][C:25]([C:23]([OH:24])=[O:22])=[CH:26][C:27]=5[N:31]=4)[CH:33]=3)[N:38]=2)[C:6]([C:5]2[CH:18]=[CH:19][C:2]([Cl:1])=[CH:3][CH:4]=2)=[CH:7][CH:8]=1. (4) Reactant: [Cl:1][C:2]1[CH:7]=[CH:6][C:5]([CH:8]([C:37]2[CH:42]=[CH:41][C:40]([Cl:43])=[CH:39][CH:38]=2)[C:9]2[CH:10]=[C:11]3[C:16](=[CH:17][CH:18]=2)[N:15]=[N:14][CH:13]=[C:12]3[NH:19][CH:20]2[CH2:25][CH2:24][N:23]([CH2:26][C:27]3[CH:36]=[CH:35][C:30]([C:31]([O:33]C)=[O:32])=[CH:29][CH:28]=3)[CH2:22][CH2:21]2)=[CH:4][CH:3]=1.[OH-].[Na+].CO.Cl. Product: [Cl:1][C:2]1[CH:7]=[CH:6][C:5]([CH:8]([C:37]2[CH:38]=[CH:39][C:40]([Cl:43])=[CH:41][CH:42]=2)[C:9]2[CH:10]=[C:11]3[C:16](=[CH:17][CH:18]=2)[N:15]=[N:14][CH:13]=[C:12]3[NH:19][CH:20]2[CH2:21][CH2:22][N:23]([CH2:26][C:27]3[CH:36]=[CH:35][C:30]([C:31]([OH:33])=[O:32])=[CH:29][CH:28]=3)[CH2:24][CH2:25]2)=[CH:4][CH:3]=1. The catalyst class is: 132. (5) Reactant: [CH3:1][O:2][C:3](=[O:32])[CH2:4][CH2:5][CH2:6][N:7]([CH2:9][CH2:10][CH2:11][CH2:12][NH:13][C:14]1[CH:19]=[CH:18][CH:17]=[CH:16][C:15]=1[S:20](=[O:31])(=[O:30])[NH:21][C:22]([C@@:24]1([NH2:29])[CH2:26][C@H:25]1[CH:27]=[CH2:28])=[O:23])[CH3:8].[C:33]([O:37][C:38]([N:40]1[CH2:44][C@H:43]([O:45][C:46]([N:48]2[CH2:56][C:55]3[C:50](=[CH:51][CH:52]=[CH:53][C:54]=3[F:57])[CH2:49]2)=[O:47])[CH2:42][C@H:41]1[C:58](O)=[O:59])=[O:39])([CH3:36])([CH3:35])[CH3:34].CN(C(ON1N=NC2C=CC=NC1=2)=[N+](C)C)C.F[P-](F)(F)(F)(F)F.CCN(C(C)C)C(C)C. Product: [C:33]([O:37][C:38]([N:40]1[C@H:41]([C:58](=[O:59])[NH:29][C@:24]2([C:22]([NH:21][S:20]([C:15]3[CH:16]=[CH:17][CH:18]=[CH:19][C:14]=3[NH:13][CH2:12][CH2:11][CH2:10][CH2:9][N:7]([CH2:6][CH2:5][CH2:4][C:3]([O:2][CH3:1])=[O:32])[CH3:8])(=[O:31])=[O:30])=[O:23])[CH2:26][C@H:25]2[CH:27]=[CH2:28])[CH2:42][C@@H:43]([O:45][C:46]([N:48]2[CH2:56][C:55]3[C:50](=[CH:51][CH:52]=[CH:53][C:54]=3[F:57])[CH2:49]2)=[O:47])[CH2:44]1)=[O:39])([CH3:36])([CH3:34])[CH3:35]. The catalyst class is: 2. (6) Reactant: [NH2:1][C:2]1[CH:3]=[N:4][N:5]([CH3:23])[C:6]=1[N:7]1[CH2:13][C:12]([OH:15])([CH3:14])[CH2:11][N:10]([C:16]([O:18][C:19]([CH3:22])([CH3:21])[CH3:20])=[O:17])[CH2:9][CH2:8]1.CCN(C(C)C)C(C)C.C1CN([P+](ON2N=NC3C=CC=CC2=3)(N2CCCC2)N2CCCC2)CC1.F[P-](F)(F)(F)(F)F.[C:66]([O:70][C:71]([NH:73][C:74]1[S:78][C:77]([C:79]2[C:84]([F:85])=[CH:83][CH:82]=[CH:81][C:80]=2[F:86])=[N:76][C:75]=1[C:87](O)=[O:88])=[O:72])([CH3:69])([CH3:68])[CH3:67]. Product: [C:66]([O:70][C:71]([NH:73][C:74]1[S:78][C:77]([C:79]2[C:84]([F:85])=[CH:83][CH:82]=[CH:81][C:80]=2[F:86])=[N:76][C:75]=1[C:87]([NH:1][C:2]1[CH:3]=[N:4][N:5]([CH3:23])[C:6]=1[N:7]1[CH2:13][C:12]([OH:15])([CH3:14])[CH2:11][N:10]([C:16]([O:18][C:19]([CH3:22])([CH3:21])[CH3:20])=[O:17])[CH2:9][CH2:8]1)=[O:88])=[O:72])([CH3:69])([CH3:67])[CH3:68]. The catalyst class is: 2. (7) Reactant: [CH2:1]([O:3][C:4](=[O:27])[CH2:5][CH2:6][N:7]1[CH2:16][CH2:15][C:14]2[C:9](=[CH:10][C:11]([O:19][CH3:20])=[C:12]([O:17][CH3:18])[CH:13]=2)[CH:8]1[CH2:21][C:22](OCC)=O)[CH3:2].CC[O-].[Na+].C(O)C.C([O-])(=O)C.[NH4+:39]. Product: [CH2:1]([O:3][C:4]([C:5]1[CH2:6][N:7]2[CH2:16][CH2:15][C:14]3[C:9]([CH:8]2[CH2:21][C:22]=1[NH2:39])=[CH:10][C:11]([O:19][CH3:20])=[C:12]([O:17][CH3:18])[CH:13]=3)=[O:27])[CH3:2]. The catalyst class is: 244. (8) Reactant: [F:1][C:2]1[CH:3]=[C:4]2[C:9](=[C:10]([N+:12]([O-])=O)[CH:11]=1)[N:8]=[CH:7][CH:6]=[CH:5]2.[Sn](Cl)Cl. Product: [F:1][C:2]1[CH:3]=[C:4]2[C:9](=[C:10]([NH2:12])[CH:11]=1)[N:8]=[CH:7][CH:6]=[CH:5]2. The catalyst class is: 33. (9) Reactant: [C:1]([C:5]1[CH:10]=[CH:9][C:8]([C:11]2[S:12](=C=O)[CH:13]=[C:14]([CH3:17])[C:15]=2[OH:16])=[CH:7][CH:6]=1)([CH3:4])([CH3:3])[CH3:2].[Si]([O:27][CH2:28][C:29]1[CH:38]=[CH:37][C:32]([C:33]([NH:35][NH2:36])=[O:34])=[CH:31][C:30]=1[N+:39]([O-:41])=[O:40])(C(C)(C)C)(C)C.O.[C:43]1(C)C=CC(S(O)(=O)=O)=CC=1. Product: [C:1]([C:5]1[CH:6]=[CH:7][C:8]([C:11]2[S:12][CH:13]=[C:14]([C:17](=[N:36][NH:35][C:33](=[O:34])[C:32]3[CH:37]=[CH:38][C:29]([CH2:28][OH:27])=[C:30]([N+:39]([O-:41])=[O:40])[CH:31]=3)[CH3:43])[C:15]=2[OH:16])=[CH:9][CH:10]=1)([CH3:2])([CH3:3])[CH3:4]. The catalyst class is: 32. (10) Reactant: C([O:8][C:9](=[O:47])[CH2:10][N:11]1[C:17]2[CH:18]=[CH:19][CH:20]=[CH:21][C:16]=2[N:15]([C:22]2[CH:27]=[CH:26][CH:25]=[CH:24][CH:23]=2)[C:14](=[O:28])[CH:13]([CH2:29][C:30]2[C:38]3[C:33](=[CH:34][CH:35]=[CH:36][CH:37]=3)[N:32]([C:39](OC(C)(C)C)=O)[N:31]=2)[C:12]1=[O:46])C1C=CC=CC=1. Product: [CH3:39][N:32]1[C:33]2[C:38](=[CH:37][CH:36]=[CH:35][CH:34]=2)[C:30]([CH2:29][CH:13]2[C:12](=[O:46])[N:11]([CH2:10][C:9]([OH:47])=[O:8])[C:17]3[CH:18]=[CH:19][CH:20]=[CH:21][C:16]=3[N:15]([C:22]3[CH:23]=[CH:24][CH:25]=[CH:26][CH:27]=3)[C:14]2=[O:28])=[N:31]1. The catalyst class is: 78.